This data is from Peptide-MHC class I binding affinity with 185,985 pairs from IEDB/IMGT. The task is: Regression. Given a peptide amino acid sequence and an MHC pseudo amino acid sequence, predict their binding affinity value. This is MHC class I binding data. (1) The peptide sequence is ITNPFFYQM. The MHC is HLA-B18:01 with pseudo-sequence HLA-B18:01. The binding affinity (normalized) is 0.0847. (2) The peptide sequence is MLKLRVDVF. The MHC is HLA-B57:01 with pseudo-sequence HLA-B57:01. The binding affinity (normalized) is 0.0847.